The task is: Predict the reactants needed to synthesize the given product.. This data is from Full USPTO retrosynthesis dataset with 1.9M reactions from patents (1976-2016). (1) Given the product [Cl:36][C:37]1[N:38]=[CH:39][C:40]([N:14]2[CH2:15][CH2:16][CH:11]([N:7]3[CH2:8][CH2:9][CH2:10][C@H:5]([O:4][C:3]4[CH:18]=[C:19]([F:26])[C:20]([S:22]([CH3:25])(=[O:24])=[O:23])=[CH:21][C:2]=4[F:1])[C:6]3=[O:17])[CH2:12][CH2:13]2)=[N:41][CH:42]=1, predict the reactants needed to synthesize it. The reactants are: [F:1][C:2]1[CH:21]=[C:20]([S:22]([CH3:25])(=[O:24])=[O:23])[C:19]([F:26])=[CH:18][C:3]=1[O:4][C@H:5]1[CH2:10][CH2:9][CH2:8][N:7]([CH:11]2[CH2:16][CH2:15][NH:14][CH2:13][CH2:12]2)[C:6]1=[O:17].CCN(C(C)C)C(C)C.[Cl:36][C:37]1[CH:42]=[N:41][C:40](Cl)=[CH:39][N:38]=1. (2) The reactants are: [F:1][C:2]([F:19])([F:18])[O:3][C:4]1[CH:5]=[C:6]2[C:10](=[CH:11][CH:12]=1)[NH:9][C:8]([C:13]([O:15][CH2:16][CH3:17])=[O:14])=[CH:7]2.[Br:20]N1C(=O)CCC1=O. Given the product [Br:20][C:7]1[C:6]2[C:10](=[CH:11][CH:12]=[C:4]([O:3][C:2]([F:1])([F:18])[F:19])[CH:5]=2)[NH:9][C:8]=1[C:13]([O:15][CH2:16][CH3:17])=[O:14], predict the reactants needed to synthesize it. (3) Given the product [CH2:10]([O:5][C:4]([CH:3]1[CH2:7][CH2:8][CH2:9][N:1]([CH2:10][C:11]2[CH:16]=[CH:15][CH:14]=[CH:13][CH:12]=2)[CH2:2]1)=[O:6])[C:11]1[CH:16]=[CH:15][CH:14]=[CH:13][CH:12]=1, predict the reactants needed to synthesize it. The reactants are: [NH:1]1[CH2:9][CH2:8][CH2:7][CH:3]([C:4]([OH:6])=[O:5])[CH2:2]1.[CH2:10](Br)[C:11]1[CH:16]=[CH:15][CH:14]=[CH:13][CH:12]=1.C(=O)([O-])[O-].[K+].[K+]. (4) Given the product [CH2:22]([O:21][CH:16]1[CH:15]([NH:14][C:13]([CH:9]2[CH2:10][CH2:11][CH2:12][NH:8]2)=[O:29])[CH2:19][C:18](=[O:20])[O:17]1)[C:23]1[CH:24]=[CH:25][CH:26]=[CH:27][CH:28]=1, predict the reactants needed to synthesize it. The reactants are: C(OC([N:8]1[CH2:12][CH2:11][CH2:10][CH:9]1[C:13](=[O:29])[NH:14][CH:15]1[CH2:19][C:18](=[O:20])[O:17][CH:16]1[O:21][CH2:22][C:23]1[CH:28]=[CH:27][CH:26]=[CH:25][CH:24]=1)=O)(C)(C)C.C(O)(C(F)(F)F)=O. (5) Given the product [CH3:5][O:6][C:7]([N:9]1[CH2:14][CH2:13][CH:12]([O:15][C:16](=[O:44])[NH:17][C:18]2([C:24]([NH:26][C@@H:27]([CH:41]([CH3:42])[CH3:43])[C:28](=[O:40])[C:29]([NH:31][C@H:32]3[CH2:38][CH2:37][CH2:36][CH2:35][NH:34][C:33]3=[O:39])=[O:30])=[O:25])[CH2:19][CH2:20][CH2:21][CH2:22][CH2:23]2)[CH2:11][CH2:10]1)=[O:8], predict the reactants needed to synthesize it. The reactants are: CS(C)=O.[CH3:5][O:6][C:7]([N:9]1[CH2:14][CH2:13][CH:12]([O:15][C:16](=[O:44])[NH:17][C:18]2([C:24]([NH:26][C@@H:27]([CH:41]([CH3:43])[CH3:42])[C@H:28]([OH:40])[C:29]([NH:31][C@H:32]3[CH2:38][CH2:37][CH2:36][CH2:35][NH:34][C:33]3=[O:39])=[O:30])=[O:25])[CH2:23][CH2:22][CH2:21][CH2:20][CH2:19]2)[CH2:11][CH2:10]1)=[O:8].I(C1C=CC=CC=1C(O)=O)(=O)=O.S([O-])([O-])(=O)=S.[Na+].[Na+]. (6) Given the product [CH3:15][C:13]1[CH:14]=[C:9]([C:8]2[NH:7][C:6]3[S:17][C:18]([C:20]([CH3:21])([C:22]4[NH:26][C:25]([CH3:27])=[N:24][N:23]=4)[CH3:28])=[CH:19][C:5]=3[C:4]=2[CH2:3][CH2:2][N:44]2[CH2:43][CH2:42][N:41]([CH2:40][C:39](=[O:38])[N:47]3[CH2:48][CH2:49][CH2:50][CH2:51]3)[CH2:46][CH2:45]2)[CH:10]=[C:11]([CH3:16])[CH:12]=1, predict the reactants needed to synthesize it. The reactants are: Cl[CH2:2][CH2:3][C:4]1[C:5]2[CH:19]=[C:18]([C:20]([CH3:28])([C:22]3[NH:26][C:25]([CH3:27])=[N:24][N:23]=3)[CH3:21])[S:17][C:6]=2[NH:7][C:8]=1[C:9]1[CH:14]=[C:13]([CH3:15])[CH:12]=[C:11]([CH3:16])[CH:10]=1.C(N(C(C)C)CC)(C)C.[O:38]=[C:39]([N:47]1[CH2:51][CH2:50][CH2:49][CH2:48]1)[CH2:40][N:41]1[CH2:46][CH2:45][NH:44][CH2:43][CH2:42]1. (7) Given the product [CH3:20][CH:21]([CH3:34])[CH2:22][CH2:23][NH:24][C:25]([N:1]1[C:9]2[C:4](=[CH:5][C:6]([O:10][C:11]3[CH:16]=[CH:15][N:14]=[C:13]([NH2:17])[CH:12]=3)=[CH:7][CH:8]=2)[CH:3]=[CH:2]1)=[O:26], predict the reactants needed to synthesize it. The reactants are: [NH:1]1[C:9]2[C:4](=[CH:5][C:6]([O:10][C:11]3[CH:16]=[CH:15][N:14]=[C:13]([NH2:17])[CH:12]=3)=[CH:7][CH:8]=2)[CH:3]=[CH:2]1.[H-].[Na+].[CH3:20][CH:21]([CH3:34])[CH2:22][CH2:23][NH:24][C:25](=O)[O:26]C1C=CC=CC=1. (8) The reactants are: [C@H:1]12[CH2:7][C@H:4]([CH2:5][CH2:6]1)[CH2:3][C@H:2]2[NH:8][C:9]1[N:14]=[C:13]([C:15]([F:18])([F:17])[F:16])[C:12]([CH2:19][Cl:20])=[CH:11][N:10]=1.[NH:21]1[CH2:26][CH2:25][O:24][CH2:23][CH2:22]1. Given the product [ClH:20].[C@H:1]12[CH2:7][C@H:4]([CH2:5][CH2:6]1)[CH2:3][C@H:2]2[NH:8][C:9]1[N:14]=[C:13]([C:15]([F:18])([F:17])[F:16])[C:12]([CH2:19][N:21]2[CH2:26][CH2:25][O:24][CH2:23][CH2:22]2)=[CH:11][N:10]=1, predict the reactants needed to synthesize it. (9) Given the product [CH:34]1([C:32]#[C:33][C:2]2[CH:23]=[CH:22][C:5]([C:6]([NH:8][S:9]([C:12]3[CH:17]=[CH:16][CH:15]=[CH:14][C:13]=3[S:18](=[O:21])(=[O:20])[NH2:19])(=[O:11])=[O:10])=[O:7])=[CH:4][C:3]=2[O:24][CH2:25][CH2:26][C:27]([O:30][CH3:31])([CH3:29])[CH3:28])[CH2:36][CH2:35]1, predict the reactants needed to synthesize it. The reactants are: Br[C:2]1[CH:23]=[CH:22][C:5]([C:6]([NH:8][S:9]([C:12]2[CH:17]=[CH:16][CH:15]=[CH:14][C:13]=2[S:18](=[O:21])(=[O:20])[NH2:19])(=[O:11])=[O:10])=[O:7])=[CH:4][C:3]=1[O:24][CH2:25][CH2:26][C:27]([O:30][CH3:31])([CH3:29])[CH3:28].[C:32]([CH:34]1[CH2:36][CH2:35]1)#[CH:33]. (10) Given the product [CH:23]1([CH2:22][N:8]([CH:9]2[CH2:11][CH:10]2[C:12]2[CH:13]=[C:14]([C:15](=[O:17])[NH:32][CH:29]3[CH2:30][CH2:31][O:26][CH2:27][CH2:28]3)[CH:18]=[CH:19][C:20]=2[CH3:21])[C:6](=[O:7])[O:5][C:1]([CH3:4])([CH3:2])[CH3:3])[CH2:25][CH2:24]1, predict the reactants needed to synthesize it. The reactants are: [C:1]([O:5][C:6]([N:8]([CH2:22][CH:23]1[CH2:25][CH2:24]1)[C@@H:9]1[CH2:11][C@H:10]1[C:12]1[CH:13]=[C:14]([CH:18]=[CH:19][C:20]=1[CH3:21])[C:15]([OH:17])=O)=[O:7])([CH3:4])([CH3:3])[CH3:2].[O:26]1[CH2:31][CH2:30][CH:29]([NH2:32])[CH2:28][CH2:27]1.F[P-](F)(F)(F)(F)F.N1(OC(N(C)C)=[N+](C)C)C2N=CC=CC=2N=N1.C(=O)([O-])O.[Na+].